From a dataset of Experimentally validated miRNA-target interactions with 360,000+ pairs, plus equal number of negative samples. Binary Classification. Given a miRNA mature sequence and a target amino acid sequence, predict their likelihood of interaction. (1) The miRNA is rno-miR-29b-3p with sequence UAGCACCAUUUGAAAUCAGUGUU. The protein sequence of the target gene is MHLCGGNGLLTQTDPKEQQRQLKKQKNRAAAQRSRQKHTDKADALHQQHESLEKDNLALRKEIQSLQAELAWWSRTLHVHERLCPMDCASCSAPGLLGCWDQAEGLLGPGPQGQHGCREQLELFQTPGSCYPAQPLSPGPQPHDSPSLLQCPLPSLSLGPAVVAEPPVQLSPSPLLFASHTGSSLQGSSSKLSALQPSLTAQTAPPQPLELEHPTRGKLGSSPDNPSSALGLARLQSREHKPALSAATWQGLVVDPSPHPLLAFPLLSSAQVHF. Result: 0 (no interaction). (2) The miRNA is mmu-miR-381-3p with sequence UAUACAAGGGCAAGCUCUCUGU. The protein sequence of the target gene is MEFYDGDLKDIWDSDLDPESLKISPDHDMHDWLFDRDVKDPTVILNDKLISDALLNGTQPIKTEHSYSLSSDVDSLPDSPKSLQAKIEDMDDECFPAISPKTATNGRVTIDPKYLTFHVPPTHATPISRLSSNPALNTSVADLTRSSGLQSLQAHQPHHGSGSSHVVVANLEHFQLPQHLYDNDCSSSVSSLRDGSMSPDICSDIEIDESAIKDEPMSPDSSCPASPTSQASSSQHQLSLNLAHLQSEMLFEPKHCGLLLTASSNSNNSLIKSQQRQQQILGQDNLLMAKMEIKSEKQST.... Result: 0 (no interaction).